Dataset: Reaction yield outcomes from USPTO patents with 853,638 reactions. Task: Predict the reaction yield, written as a fraction of the theoretical maximum amount of product (1.0 means a 100% yield; for example, 0.34 means a 34% yield). The reactants are Cl[C:2]1[N:7]=[CH:6][N:5]=[C:4]([C:8]([NH:10][CH2:11][C@H:12]([OH:24])[CH2:13][N:14]2[CH2:23][CH2:22][C:21]3[C:16](=[CH:17][CH:18]=[CH:19][CH:20]=3)[CH2:15]2)=[O:9])[CH:3]=1.[O:25]1[CH2:28][CH:27]([NH2:29])[CH2:26]1.CCN(C(C)C)C(C)C. The catalyst is CC(O)C. The product is [CH2:15]1[C:16]2[C:21](=[CH:20][CH:19]=[CH:18][CH:17]=2)[CH2:22][CH2:23][N:14]1[CH2:13][C@@H:12]([OH:24])[CH2:11][NH:10][C:8]([C:4]1[CH:3]=[C:2]([NH:29][CH:27]2[CH2:28][O:25][CH2:26]2)[N:7]=[CH:6][N:5]=1)=[O:9]. The yield is 0.163.